Dataset: Full USPTO retrosynthesis dataset with 1.9M reactions from patents (1976-2016). Task: Predict the reactants needed to synthesize the given product. (1) Given the product [NH2:3][C@:32]12[CH2:33][N:34]([C@@H:35]([C:37]3[CH:42]=[CH:41][CH:40]=[CH:39][CH:38]=3)[CH3:36])[C:26](=[O:25])[C@@H:27]1[CH2:28][CH:29]=[CH:30][CH2:31]2, predict the reactants needed to synthesize it. The reactants are: C([N:3](CC)CC)C.C1(P(N=[N+]=[N-])(C2C=CC=CC=2)=O)C=CC=CC=1.[O:25]=[C:26]1[N:34]([C@@H:35]([C:37]2[CH:42]=[CH:41][CH:40]=[CH:39][CH:38]=2)[CH3:36])[CH2:33][C@@:32]2(C(O)=O)[C@H:27]1[CH2:28][CH:29]=[CH:30][CH2:31]2. (2) Given the product [C:38]([C:37]1[CH:36]=[C:35]([F:34])[C:42]([N:11]2[CH2:12][CH2:13][CH:14]([C:15]3[CH:16]=[CH:17][CH:18]=[CH:19][CH:20]=3)[CH:9]([CH2:8][N:7]([C@@H:21]([C:23]3[C:32]4[C:27](=[CH:28][CH:29]=[CH:30][CH:31]=4)[CH:26]=[CH:25][CH:24]=3)[CH3:22])[C:6](=[O:33])[O:5][C:1]([CH3:2])([CH3:3])[CH3:4])[CH2:10]2)=[C:41]([F:44])[CH:40]=1)#[N:39], predict the reactants needed to synthesize it. The reactants are: [C:1]([O:5][C:6](=[O:33])[N:7]([C@@H:21]([C:23]1[C:32]2[C:27](=[CH:28][CH:29]=[CH:30][CH:31]=2)[CH:26]=[CH:25][CH:24]=1)[CH3:22])[CH2:8][CH:9]1[CH:14]([C:15]2[CH:20]=[CH:19][CH:18]=[CH:17][CH:16]=2)[CH2:13][CH2:12][NH:11][CH2:10]1)([CH3:4])([CH3:3])[CH3:2].[F:34][C:35]1[CH:36]=[C:37]([CH:40]=[C:41]([F:44])[C:42]=1F)[C:38]#[N:39].C(=O)([O-])[O-].[K+].[K+].O. (3) Given the product [C:1]([O:5][C:6](=[O:30])[NH:7][CH2:8][CH2:9][CH2:10][N:11]([S:12]([CH3:15])(=[O:14])=[O:13])[CH2:16][C:17]1[CH:22]=[CH:21][CH:20]=[C:19]([C:23]2[CH:28]=[CH:27][N:26]=[C:25]([NH:31][CH2:32][CH2:33][C:34]3[CH:35]=[C:36]([OH:42])[C:37]([OH:41])=[C:38]([OH:40])[CH:39]=3)[N:24]=2)[CH:18]=1)([CH3:4])([CH3:3])[CH3:2], predict the reactants needed to synthesize it. The reactants are: [C:1]([O:5][C:6](=[O:30])[NH:7][CH2:8][CH2:9][CH2:10][N:11]([CH2:16][C:17]1[CH:22]=[CH:21][CH:20]=[C:19]([C:23]2[CH:28]=[CH:27][N:26]=[C:25](Cl)[N:24]=2)[CH:18]=1)[S:12]([CH3:15])(=[O:14])=[O:13])([CH3:4])([CH3:3])[CH3:2].[NH2:31][CH2:32][CH2:33][C:34]1[CH:35]=[C:36]([OH:42])[C:37]([OH:41])=[C:38]([OH:40])[CH:39]=1.